From a dataset of Full USPTO retrosynthesis dataset with 1.9M reactions from patents (1976-2016). Predict the reactants needed to synthesize the given product. (1) Given the product [C:1]([C:5]1[CH:10]=[CH:9][CH:8]=[CH:7][C:6]=1[N:11]1[CH2:12][CH2:13][N:14]([C:17](=[O:23])[CH2:18][CH2:19][C:20]([NH:58][S:55]([CH3:54])(=[O:57])=[O:56])=[O:21])[CH2:15][CH2:16]1)([CH3:4])([CH3:2])[CH3:3], predict the reactants needed to synthesize it. The reactants are: [C:1]([C:5]1[CH:10]=[CH:9][CH:8]=[CH:7][C:6]=1[N:11]1[CH2:16][CH2:15][N:14]([C:17](=[O:23])[CH2:18][CH2:19][C:20](O)=[O:21])[CH2:13][CH2:12]1)([CH3:4])([CH3:3])[CH3:2].CCN=C=NCCCN(C)C.C1C=CC2N(O)N=NC=2C=1.C(N(C(C)C)CC)(C)C.[CH3:54][S:55]([NH2:58])(=[O:57])=[O:56]. (2) The reactants are: Cl[CH2:2][C:3]1[CH:34]=[CH:33][C:6]([CH2:7][N:8]2[C:16]3[C:15](=[O:17])[N:14]([CH3:18])[C:13](=[O:19])[N:12]([CH3:20])[C:11]=3[N:10]=[C:9]2[O:21][C:22]2[CH:27]=[CH:26][CH:25]=[C:24]([O:28][C:29]([F:32])([F:31])[F:30])[CH:23]=2)=[CH:5][CH:4]=1.Cl.[CH3:36][NH:37][CH3:38].C(=O)([O-])[O-].[K+].[K+]. Given the product [CH3:36][N:37]([CH2:2][C:3]1[CH:34]=[CH:33][C:6]([CH2:7][N:8]2[C:16]3[C:15](=[O:17])[N:14]([CH3:18])[C:13](=[O:19])[N:12]([CH3:20])[C:11]=3[N:10]=[C:9]2[O:21][C:22]2[CH:27]=[CH:26][CH:25]=[C:24]([O:28][C:29]([F:32])([F:31])[F:30])[CH:23]=2)=[CH:5][CH:4]=1)[CH3:38], predict the reactants needed to synthesize it.